Dataset: Full USPTO retrosynthesis dataset with 1.9M reactions from patents (1976-2016). Task: Predict the reactants needed to synthesize the given product. (1) Given the product [NH2:17][C:18]1[N:23]([C:24]2[CH:25]=[CH:26][C:27]([NH:30][C:12]([C:9]3([C:5]4[CH:6]=[CH:7][CH:8]=[C:3]([C:2]([F:16])([F:15])[F:1])[CH:4]=4)[CH2:11][CH2:10]3)=[O:13])=[CH:28][CH:29]=2)[CH2:22][N:21]=[C:20]2[O:31][CH:32]=[CH:33][C:19]=12, predict the reactants needed to synthesize it. The reactants are: [F:1][C:2]([F:16])([F:15])[C:3]1[CH:4]=[C:5]([C:9]2([C:12](Cl)=[O:13])[CH2:11][CH2:10]2)[CH:6]=[CH:7][CH:8]=1.[NH2:17][C:18]1[N:23]([C:24]2[CH:29]=[CH:28][C:27]([NH2:30])=[CH:26][CH:25]=2)[CH2:22][N:21]=[C:20]2[O:31][CH:32]=[CH:33][C:19]=12. (2) Given the product [C:1]([O:5][C:6](=[O:7])[N:8]([C@H:9]([C:10](=[O:12])[NH:66][CH:67]([CH:87]1[CH2:88][CH2:89][CH2:90][CH2:91][CH2:92]1)[C:68]([N:70]1[CH2:74][CH2:73][CH2:72][C@H:71]1[C:75]1[N:76]=[N:77][N:78]([CH2:80][C:81]2[CH:86]=[CH:85][CH:84]=[CH:83][CH:82]=2)[N:79]=1)=[O:69])[CH2:13][CH3:14])[CH3:15])([CH3:2])([CH3:3])[CH3:4], predict the reactants needed to synthesize it. The reactants are: [C:1]([O:5][C:6]([N:8]([CH3:15])[C@@H:9]([CH2:13][CH3:14])[C:10]([OH:12])=O)=[O:7])([CH3:4])([CH3:3])[CH3:2].CN(C(ON1N=NC2C=CC=CC1=2)=[N+](C)C)C.F[P-](F)(F)(F)(F)F.C1C=CC2N(O)N=NC=2C=1.C(N(C(C)C)CC)(C)C.FC(F)(F)C(O)=O.[NH2:66][CH:67]([CH:87]1[CH2:92][CH2:91][CH2:90][CH2:89][CH2:88]1)[C:68]([N:70]1[CH2:74][CH2:73][CH2:72][C@H:71]1[C:75]1[N:76]=[N:77][N:78]([CH2:80][C:81]2[CH:86]=[CH:85][CH:84]=[CH:83][CH:82]=2)[N:79]=1)=[O:69].